Dataset: Reaction yield outcomes from USPTO patents with 853,638 reactions. Task: Predict the reaction yield, written as a fraction of the theoretical maximum amount of product (1.0 means a 100% yield; for example, 0.34 means a 34% yield). (1) The reactants are [OH:1][C:2]1[CH:3]=[C:4]([C:18]([OH:20])=O)[C:5]2[O:9][C:8]([C:10]3[CH:15]=[CH:14][C:13]([OH:16])=[CH:12][CH:11]=3)=[CH:7][C:6]=2[CH:17]=1.Cl.[CH3:22][NH:23][O:24][CH3:25].CCN=C=NCCCN(C)C.Cl. The catalyst is CN(C1C=CN=CC=1)C.CN(C=O)C. The product is [CH3:25][O:24][N:23]([CH3:22])[C:18]([C:4]1[C:5]2[O:9][C:8]([C:10]3[CH:15]=[CH:14][C:13]([OH:16])=[CH:12][CH:11]=3)=[CH:7][C:6]=2[CH:17]=[C:2]([OH:1])[CH:3]=1)=[O:20]. The yield is 0.550. (2) The reactants are Br[CH2:2][C:3]1[CH:8]=[CH:7][C:6]([CH:9]([CH3:14])[C:10]([O:12]C)=[O:11])=[C:5]([F:15])[CH:4]=1.[S:16]1[CH:20]=[CH:19][CH:18]=[C:17]1B(O)O.C(=O)([O-])[O-].[Na+].[Na+]. The catalyst is O1CCCC1.C1C(=O)[N-]C(=O)C1.C1C=CC(P(C2C=CC=CC=2)C2C=CC=CC=2)=CC=1.C1C=CC(P(C2C=CC=CC=2)C2C=CC=CC=2)=CC=1.Br[Pd+]. The product is [F:15][C:5]1[CH:4]=[C:3]([CH2:2][C:17]2[S:16][CH:20]=[CH:19][CH:18]=2)[CH:8]=[CH:7][C:6]=1[CH:9]([CH3:14])[C:10]([OH:12])=[O:11]. The yield is 0.760. (3) The reactants are Cl[C:2]1[CH:7]=[CH:6][C:5]([F:8])=[CH:4][C:3]=1[N+:9]([O-])=O.O.O.O.O.O.O.O.O.O.[S-2:21].[Na+].[Na+]. The catalyst is O. The yield is 0.250. The product is [NH2:9][C:3]1[CH:4]=[C:5]([F:8])[CH:6]=[CH:7][C:2]=1[SH:21]. (4) The product is [CH3:15][C:12]1([CH3:16])[CH2:11][N:7]2[C:8]3[CH:9]=[CH:10][C:2]([CH:22]=[CH2:23])=[CH:3][C:4]=3[C:5]3([O:17][CH2:18][CH2:19][CH2:20][O:21]3)[C:6]2=[N:14][CH2:13]1. The reactants are Br[C:2]1[CH:10]=[CH:9][C:8]2[N:7]3[CH2:11][C:12]([CH3:16])([CH3:15])[CH2:13][N:14]=[C:6]3[C:5]3([O:21][CH2:20][CH2:19][CH2:18][O:17]3)[C:4]=2[CH:3]=1.[CH2:22]([Sn](CCCC)(CCCC)C=C)[CH2:23]CC. The catalyst is O1CCOCC1. The yield is 0.790. (5) The yield is 0.290. The product is [CH3:11][C:5]1[N:4]=[N:3][CH:2]=[C:7]([C:8]([OH:10])=[O:9])[CH:6]=1. The catalyst is CO.[Pd]. The reactants are Cl[C:2]1[N:3]=[N:4][C:5]([CH3:11])=[CH:6][C:7]=1[C:8]([OH:10])=[O:9].[OH-].[Na+]. (6) The reactants are [BH4-].[Na+].B(F)(F)F.CCOCC.[H][H].[N+:14]([C:17]1[CH:18]=[C:19]([CH:28]=[CH:29][C:30]=1[N+:31]([O-:33])=[O:32])[C:20]([N:22]1[CH2:27][CH2:26][O:25][CH2:24][CH2:23]1)=O)([O-:16])=[O:15]. No catalyst specified. The product is [N+:14]([C:17]1[CH:18]=[C:19]([CH:28]=[CH:29][C:30]=1[N+:31]([O-:33])=[O:32])[CH2:20][N:22]1[CH2:27][CH2:26][O:25][CH2:24][CH2:23]1)([O-:16])=[O:15]. The yield is 0.830. (7) The reactants are C([O-])(=O)C.[NH4+:5].[CH2:6]([O:8][C:9](=[O:16])[CH2:10][C:11](=O)[CH:12]([CH3:14])[CH3:13])[CH3:7]. The catalyst is CO. The product is [CH2:6]([O:8][C:9](=[O:16])[CH:10]=[C:11]([NH2:5])[CH:12]([CH3:14])[CH3:13])[CH3:7]. The yield is 0.850.